Binary Classification. Given a drug SMILES string, predict its activity (active/inactive) in a high-throughput screening assay against a specified biological target. From a dataset of Cav3 T-type calcium channel HTS with 100,875 compounds. (1) The result is 0 (inactive). The drug is Brc1cc(C(=O)CC2(O)c3c(N(C2=O)CC(OC)=O)cccc3)ccc1. (2) The molecule is ClC(Cl)(Cl)C(Oc1c(Cl)cccc1)NC(=O)CCC. The result is 0 (inactive). (3) The molecule is S(=O)(=O)(NCc1cccnc1)c1cc(C(C)C)ccc1C. The result is 0 (inactive).